From a dataset of Full USPTO retrosynthesis dataset with 1.9M reactions from patents (1976-2016). Predict the reactants needed to synthesize the given product. Given the product [NH2:9][C:10]1[C:11]([C:25]([NH:8][C:3]2[CH:4]=[N:5][CH:6]=[CH:7][C:2]=2[Cl:1])=[O:26])=[N:12][C:13]([C:17]2[C:18]([F:24])=[CH:19][CH:20]=[CH:21][C:22]=2[F:23])=[C:14]([F:16])[CH:15]=1, predict the reactants needed to synthesize it. The reactants are: [Cl:1][C:2]1[CH:7]=[CH:6][N:5]=[CH:4][C:3]=1[NH2:8].[NH2:9][C:10]1[C:11]([C:25](O)=[O:26])=[N:12][C:13]([C:17]2[C:22]([F:23])=[CH:21][CH:20]=[CH:19][C:18]=2[F:24])=[C:14]([F:16])[CH:15]=1.C1C=NC2N(O)N=NC=2C=1.CCN=C=NCCCN(C)C.Cl.